Dataset: Catalyst prediction with 721,799 reactions and 888 catalyst types from USPTO. Task: Predict which catalyst facilitates the given reaction. (1) Reactant: [F:1][C:2]1[CH:8]=[CH:7][CH:6]=[C:4]([OH:5])[C:3]=1[OH:9].[OH-].[Na+].[CH2:12](O)[CH3:13].Br[CH2:16][CH3:17]. Product: [CH2:16]([O:5][C:4]1[CH:6]=[CH:7][CH:8]=[C:2]([F:1])[C:3]=1[O:9][CH2:12][CH3:13])[CH3:17]. The catalyst class is: 4. (2) Reactant: [C:1]1([P+](C2C=CC=CC=2)(C2C=CC=CC=2)CCC)[CH:6]=CC=C[CH:2]=1.[Br-].CC([O-])(C)C.[K+].[C:30]([O:34][C:35]([N:37]1[CH2:42][CH2:41][C:40]2[N:43]([CH2:48][C:49]3[CH:54]=[CH:53][C:52]([O:55][CH3:56])=[CH:51][CH:50]=3)[N:44]=[C:45]([CH:46]=O)[C:39]=2[CH2:38]1)=[O:36])([CH3:33])([CH3:32])[CH3:31].C1(C2C3CN(C(OC(C)(C)C)=O)CCC=3NN=2)CCCC1. Product: [C:30]([O:34][C:35]([N:37]1[CH2:42][CH2:41][C:40]2[N:43]([CH2:48][C:49]3[CH:54]=[CH:53][C:52]([O:55][CH3:56])=[CH:51][CH:50]=3)[N:44]=[C:45]([CH:46]=[CH:2][CH2:1][CH3:6])[C:39]=2[CH2:38]1)=[O:36])([CH3:31])([CH3:33])[CH3:32]. The catalyst class is: 1. (3) Reactant: [F:1][C:2]1[CH:9]=[C:8]([S:10][C:11]([F:16])([F:15])[CH:12]([F:14])[F:13])[CH:7]=[CH:6][C:3]=1[NH:4][CH3:5].[CH2:17]([N:19]([CH2:22]C)CC)C.ClC([O:28]C(=O)OC(Cl)(Cl)Cl)(Cl)Cl. Product: [CH3:5][N:4]([C:3]1[CH:6]=[CH:7][C:8]([S:10][C:11]([F:15])([F:16])[CH:12]([F:14])[F:13])=[CH:9][C:2]=1[F:1])[C:17]([NH:19][CH3:22])=[O:28]. The catalyst class is: 11. (4) Reactant: [C:1]1([S:7]([NH:10][C:11]2[CH:19]=[C:18]3[C:14]([CH2:15][CH2:16][CH2:17]3)=[C:13]([NH:20][C:21]([CH2:23][C:24]3[CH:31]=[CH:30][C:27]([C:28]#[N:29])=[CH:26][CH:25]=3)=[O:22])[CH:12]=2)(=[O:9])=[O:8])[CH:6]=[CH:5][CH:4]=[CH:3][CH:2]=1.Cl.C(=O)([O-])[O-].[NH4+:37].[NH4+]. Product: [C:1]1([S:7]([NH:10][C:11]2[CH:19]=[C:18]3[C:14]([CH2:15][CH2:16][CH2:17]3)=[C:13]([NH:20][C:21]([CH2:23][C:24]3[CH:25]=[CH:26][C:27]([C:28]([NH2:37])=[NH:29])=[CH:30][CH:31]=3)=[O:22])[CH:12]=2)(=[O:8])=[O:9])[CH:2]=[CH:3][CH:4]=[CH:5][CH:6]=1. The catalyst class is: 8. (5) Reactant: [O:1]=[C:2]1[CH:7]([C:8]2[CH:13]=[CH:12][CH:11]=[CH:10][CH:9]=2)[CH2:6][CH2:5][CH2:4][N:3]1[CH2:14][C:15]([OH:17])=O.Cl.[F:19][C:20]1[CH:21]=[C:22]2[C:26](=[CH:27][CH:28]=1)[CH2:25][NH:24][CH2:23]2.C(N=C=NCCCN(C)C)C.Cl. Product: [F:19][C:20]1[CH:21]=[C:22]2[C:26](=[CH:27][CH:28]=1)[CH2:25][N:24]([C:15](=[O:17])[CH2:14][N:3]1[CH2:4][CH2:5][CH2:6][C@@H:7]([C:8]3[CH:9]=[CH:10][CH:11]=[CH:12][CH:13]=3)[C:2]1=[O:1])[CH2:23]2. The catalyst class is: 4.